Dataset: Reaction yield outcomes from USPTO patents with 853,638 reactions. Task: Predict the reaction yield, written as a fraction of the theoretical maximum amount of product (1.0 means a 100% yield; for example, 0.34 means a 34% yield). (1) The reactants are [CH3:1][O:2][C:3]([C@@H:5]1[CH2:9][CH2:8][CH2:7][NH:6]1)=[O:4].[CH3:10][N:11]1[CH:15]=[CH:14][N:13]=[C:12]1[S:16](Cl)(=[O:18])=[O:17]. The catalyst is N1C=CC=CC=1. The product is [CH3:10][N:11]1[CH:15]=[CH:14][N:13]=[C:12]1[S:16]([N:6]1[CH2:7][CH2:8][CH2:9][C@H:5]1[C:3]([O:2][CH3:1])=[O:4])(=[O:18])=[O:17]. The yield is 0.470. (2) The reactants are [Cl:1][C:2]1[CH:3]=[CH:4][C:5]2[C:11](=O)[C:10](=[CH:13]N(C)C)[CH2:9][N:8]=[C:7]([C:17]3[C:22]([F:23])=[CH:21][CH:20]=[CH:19][C:18]=3[F:24])[C:6]=2[CH:25]=1.Cl.[NH2:27][C:28]([NH2:30])=[NH:29].C(=O)([O-])[O-].[K+].[K+].C(O)C. The yield is 0.890. The product is [Cl:1][C:2]1[CH:3]=[CH:4][C:5]2[C:11]3[N:29]=[C:28]([NH2:30])[N:27]=[CH:13][C:10]=3[CH2:9][N:8]=[C:7]([C:17]3[C:18]([F:24])=[CH:19][CH:20]=[CH:21][C:22]=3[F:23])[C:6]=2[CH:25]=1. The catalyst is C(OCC)C.O. (3) The reactants are [S:1]([C:5]1[CH:6]=[C:7]([CH:11]=[CH:12][CH:13]=1)[C:8]([OH:10])=[O:9])(=[O:4])(=[O:3])[NH2:2].S(=O)(=O)(O)O.[CH3:19]O. No catalyst specified. The product is [S:1]([C:5]1[CH:6]=[C:7]([CH:11]=[CH:12][CH:13]=1)[C:8]([O:10][CH3:19])=[O:9])(=[O:3])(=[O:4])[NH2:2]. The yield is 0.702. (4) The reactants are [Cl:1][C:2]1[CH:31]=[CH:30][C:5]2[C:6]3[N:15]=[C:14]([NH:16][C:17]4[CH:18]=[CH:19][C:20]([NH:23]C(=O)C(C)(C)C)=[N:21][CH:22]=4)[N:13]=[CH:12][C:7]=3[CH2:8][C:9](=[O:11])[NH:10][C:4]=2[CH:3]=1.Cl.C([O-])([O-])=O.[K+].[K+]. The catalyst is C1COCC1.CO.O. The product is [NH2:23][C:20]1[N:21]=[CH:22][C:17]([NH:16][C:14]2[N:13]=[CH:12][C:7]3[CH2:8][C:9](=[O:11])[NH:10][C:4]4[CH:3]=[C:2]([Cl:1])[CH:31]=[CH:30][C:5]=4[C:6]=3[N:15]=2)=[CH:18][CH:19]=1. The yield is 0.710. (5) The reactants are [Si]([O:8][CH2:9][C:10]1[N:11]=[C:12]([C:15]2([O:21][CH3:22])[CH2:20][CH2:19][O:18][CH2:17][CH2:16]2)[S:13][CH:14]=1)(C(C)(C)C)(C)C.F.F.F.C(N(CC)CC)C. The catalyst is C1COCC1.C(Cl)Cl. The product is [CH3:22][O:21][C:15]1([C:12]2[S:13][CH:14]=[C:10]([CH2:9][OH:8])[N:11]=2)[CH2:20][CH2:19][O:18][CH2:17][CH2:16]1. The yield is 0.950. (6) The reactants are C([O:8][N:9]1[C:15](=[O:16])[N:14]2[CH2:17][C@H:10]1[CH2:11][CH2:12][C@H:13]2[C:18]1[CH:22]=[C:21]([CH2:23][NH:24][C:25]([NH:34][C:35]([O:37][C:38]([CH3:41])([CH3:40])[CH3:39])=[O:36])=[N:26][C:27]([O:29][C:30]([CH3:33])([CH3:32])[CH3:31])=[O:28])[O:20][N:19]=1)C1C=CC=CC=1. The catalyst is C1COCC1.[Pd]. The product is [OH:8][N:9]1[C:15](=[O:16])[N:14]2[CH2:17][C@H:10]1[CH2:11][CH2:12][C@H:13]2[C:18]1[CH:22]=[C:21]([CH2:23][NH:24][C:25]([NH:34][C:35]([O:37][C:38]([CH3:41])([CH3:40])[CH3:39])=[O:36])=[N:26][C:27]([O:29][C:30]([CH3:33])([CH3:32])[CH3:31])=[O:28])[O:20][N:19]=1. The yield is 0.990.